Dataset: Full USPTO retrosynthesis dataset with 1.9M reactions from patents (1976-2016). Task: Predict the reactants needed to synthesize the given product. (1) Given the product [CH2:1]([N:8]1[CH:12]=[C:11]([CH2:13][OH:14])[C:10]([O:18][CH2:19][C:20]2[CH:25]=[CH:24][C:23]([O:26][CH2:27][C:28]3[N:29]=[C:30]([C:34]4[O:35][CH:36]=[CH:37][CH:38]=4)[O:31][C:32]=3[CH3:33])=[C:22]([OH:39])[CH:21]=2)=[N:9]1)[C:2]1[CH:3]=[CH:4][CH:5]=[CH:6][CH:7]=1, predict the reactants needed to synthesize it. The reactants are: [CH2:1]([N:8]1[CH:12]=[C:11]([C:13](OCC)=[O:14])[C:10]([O:18][CH2:19][C:20]2[CH:25]=[CH:24][C:23]([O:26][CH2:27][C:28]3[N:29]=[C:30]([C:34]4[O:35][CH:36]=[CH:37][CH:38]=4)[O:31][C:32]=3[CH3:33])=[C:22]([OH:39])[CH:21]=2)=[N:9]1)[C:2]1[CH:7]=[CH:6][CH:5]=[CH:4][CH:3]=1.[H-].[Al+3].[Li+].[H-].[H-].[H-].O.O.O.O.O.O.O.O.O.O.S([O-])([O-])(=O)=O.[Na+].[Na+]. (2) Given the product [CH3:21][O:22][CH2:23][CH2:24][O:18][CH:15]1[CH2:16][CH2:17][N:12]([C:5]2[CH:6]=[CH:7][C:8]([N+:9]([O-:11])=[O:10])=[C:3]([O:2][CH3:1])[CH:4]=2)[CH2:13][CH2:14]1, predict the reactants needed to synthesize it. The reactants are: [CH3:1][O:2][C:3]1[CH:4]=[C:5]([N:12]2[CH2:17][CH2:16][CH:15]([OH:18])[CH2:14][CH2:13]2)[CH:6]=[CH:7][C:8]=1[N+:9]([O-:11])=[O:10].[H-].[Na+].[CH3:21][O:22][CH2:23][CH2:24]Br.[Cl-].[NH4+]. (3) The reactants are: Br[C:2]1[C:6]2[C:7]3[N:8]([CH3:28])[C:9](=[O:27])[N:10]([C:15]4[C:20]([F:21])=[C:19]([O:22][CH3:23])[CH:18]=[C:17]([O:24][CH3:25])[C:16]=4[F:26])[CH2:11][C:12]=3[CH:13]=[N:14][C:5]=2[NH:4][N:3]=1.Cl[CH2:30]Cl.[Zn](C)C. Given the product [F:26][C:16]1[C:17]([O:24][CH3:25])=[CH:18][C:19]([O:22][CH3:23])=[C:20]([F:21])[C:15]=1[N:10]1[CH2:11][C:12]2[CH:13]=[N:14][C:5]3[NH:4][N:3]=[C:2]([CH3:30])[C:6]=3[C:7]=2[N:8]([CH3:28])[C:9]1=[O:27], predict the reactants needed to synthesize it. (4) Given the product [CH3:19][C:20]1[CH:24]=[CH:23][O:22][C:21]=1[C:25]([NH:1][C:2]1[CH:3]=[C:4]([C:7]2[N:8]([C:16]([NH2:18])=[O:17])[C:9]3[C:14]([CH:15]=2)=[CH:13][CH:12]=[CH:11][CH:10]=3)[S:5][CH:6]=1)=[O:26], predict the reactants needed to synthesize it. The reactants are: [NH2:1][C:2]1[CH:3]=[C:4]([C:7]2[N:8]([C:16]([NH2:18])=[O:17])[C:9]3[C:14]([CH:15]=2)=[CH:13][CH:12]=[CH:11][CH:10]=3)[S:5][CH:6]=1.[CH3:19][C:20]1[CH:24]=[CH:23][O:22][C:21]=1[C:25](O)=[O:26].Cl.CN(C)CCCN=C=NCC. (5) Given the product [Cl:21][CH2:22][C:23]([NH:25][C:26]1[CH:31]=[C:30]([Cl:32])[N:29]=[C:28]([N:33]2[CH:37]=[CH:36][CH:35]=[N:34]2)[N:27]=1)=[O:24], predict the reactants needed to synthesize it. The reactants are: ClC1N=C(N2C(C)=CC(C)=N2)N=C(N)C=1.ClCC(Cl)=O.[Cl:21][CH2:22][C:23]([NH:25][C:26]1[CH:31]=[C:30]([Cl:32])[N:29]=[C:28]([N:33]2[C:37](C)=[CH:36][C:35](C)=[N:34]2)[N:27]=1)=[O:24]. (6) The reactants are: [CH3:1][N:2]1[CH:6]=[C:5]([S:7](Cl)(=[O:9])=[O:8])[C:4]([C:11]([F:14])([F:13])[F:12])=[N:3]1.C(N(CC)CC)C.[Cl:22][C:23]1[CH:24]=[C:25]([C:31]2[CH:38]=[CH:37][C:34]([CH2:35][NH2:36])=[CH:33][C:32]=2[O:39][C:40]([F:43])([F:42])[F:41])[C:26]([O:29][CH3:30])=[N:27][CH:28]=1. Given the product [Cl:22][C:23]1[CH:24]=[C:25]([C:31]2[CH:38]=[CH:37][C:34]([CH2:35][NH:36][S:7]([C:5]3[C:4]([C:11]([F:14])([F:13])[F:12])=[N:3][N:2]([CH3:1])[CH:6]=3)(=[O:9])=[O:8])=[CH:33][C:32]=2[O:39][C:40]([F:43])([F:41])[F:42])[C:26]([O:29][CH3:30])=[N:27][CH:28]=1, predict the reactants needed to synthesize it.